From a dataset of Reaction yield outcomes from USPTO patents with 853,638 reactions. Predict the reaction yield, written as a fraction of the theoretical maximum amount of product (1.0 means a 100% yield; for example, 0.34 means a 34% yield). (1) The reactants are [Si:1]([O:8][C@@H:9]([C:25]1[CH:30]=[CH:29][CH:28]=[CH:27][C:26]=1[C:31]1[CH:36]=[CH:35][C:34]([Cl:37])=[CH:33][CH:32]=1)[CH:10]1[CH2:15][CH2:14][N:13]([C:16]2[CH:24]=[CH:23][C:19]([C:20]([OH:22])=O)=[CH:18][CH:17]=2)[CH2:12][CH2:11]1)([C:4]([CH3:7])([CH3:6])[CH3:5])([CH3:3])[CH3:2].[O:38]1[CH2:43][CH2:42][N:41]([CH2:44][CH2:45][C@@H:46]([NH:55][C:56]2[CH:61]=[CH:60][C:59]([S:62]([NH2:65])(=[O:64])=[O:63])=[CH:58][C:57]=2[S:66]([C:69]([F:72])([F:71])[F:70])(=[O:68])=[O:67])[CH2:47][S:48][C:49]2[CH:54]=[CH:53][CH:52]=[CH:51][CH:50]=2)[CH2:40][CH2:39]1. No catalyst specified. The product is [Si:1]([O:8][C@@H:9]([C:25]1[CH:30]=[CH:29][CH:28]=[CH:27][C:26]=1[C:31]1[CH:36]=[CH:35][C:34]([Cl:37])=[CH:33][CH:32]=1)[CH:10]1[CH2:11][CH2:12][N:13]([C:16]2[CH:17]=[CH:18][C:19]([C:20]([NH:65][S:62]([C:59]3[CH:60]=[CH:61][C:56]([NH:55][C@H:46]([CH2:45][CH2:44][N:41]4[CH2:42][CH2:43][O:38][CH2:39][CH2:40]4)[CH2:47][S:48][C:49]4[CH:54]=[CH:53][CH:52]=[CH:51][CH:50]=4)=[C:57]([S:66]([C:69]([F:71])([F:72])[F:70])(=[O:68])=[O:67])[CH:58]=3)(=[O:63])=[O:64])=[O:22])=[CH:23][CH:24]=2)[CH2:14][CH2:15]1)([C:4]([CH3:7])([CH3:6])[CH3:5])([CH3:3])[CH3:2]. The yield is 0.330. (2) The reactants are C([C:3]1[C:4]([C:16]([NH2:18])=[O:17])=[N:5][N:6]([C:9]2[CH:14]=[CH:13][CH:12]=[C:11](Br)[CH:10]=2)[C:7]=1[CH3:8])C.[F:19][C:20]([F:32])([F:31])[O:21][C:22]1[CH:27]=[CH:26][CH:25]=[CH:24][C:23]=1B(O)O.C(=O)([O-])[O-].[Na+].[Na+]. The catalyst is C(O)CC.C1(C)C=CC=CC=1.C1C=CC([P]([Pd]([P](C2C=CC=CC=2)(C2C=CC=CC=2)C2C=CC=CC=2)([P](C2C=CC=CC=2)(C2C=CC=CC=2)C2C=CC=CC=2)[P](C2C=CC=CC=2)(C2C=CC=CC=2)C2C=CC=CC=2)(C2C=CC=CC=2)C2C=CC=CC=2)=CC=1. The product is [CH3:8][C:7]1[N:6]([C:9]2[CH:10]=[C:11]([C:23]3[CH:24]=[CH:25][CH:26]=[CH:27][C:22]=3[O:21][C:20]([F:19])([F:32])[F:31])[CH:12]=[CH:13][CH:14]=2)[N:5]=[C:4]([C:16]([NH2:18])=[O:17])[CH:3]=1. The yield is 0.880. (3) The reactants are [NH:1]([C:13]([O:15][CH2:16][C:17]1[CH:22]=[CH:21][CH:20]=[CH:19][CH:18]=1)=[O:14])[C@@H:2]([C:8]([O:10][CH2:11][CH3:12])=[O:9])[CH2:3][CH2:4][C:5](=[O:7])O.ON1C(=O)CCC1=O.CCN=C=NCCCN(C)C.Cl.Cl.[NH2:44][C@@H:45]([C:56]([OH:58])=[O:57])[CH2:46][C:47]1[C:55]2[C:50](=[CH:51][CH:52]=[CH:53][CH:54]=2)[NH:49][CH:48]=1. The catalyst is CN(C=O)C. The product is [NH:1]([C:13]([O:15][CH2:16][C:17]1[CH:22]=[CH:21][CH:20]=[CH:19][CH:18]=1)=[O:14])[C@@H:2]([C:8]([O:10][CH2:11][CH3:12])=[O:9])[CH2:3][CH2:4][C:5]([NH:44][C@@H:45]([C:56]([OH:58])=[O:57])[CH2:46][C:47]1[C:55]2[C:50](=[CH:51][CH:52]=[CH:53][CH:54]=2)[NH:49][CH:48]=1)=[O:7]. The yield is 0.600. (4) The reactants are [CH2:1]([C@H:8]([NH:37][C:38](=[O:48])[O:39][C@@H:40]1[C@H:47]2[C@H:43]([O:44][CH2:45][CH2:46]2)[O:42][CH2:41]1)[C@H:9]([OH:36])[CH2:10][N:11]([S:19]([C:22]1[CH:27]=[CH:26][C:25]([O:28]CC2C=CC=CC=2)=[CH:24][CH:23]=1)(=[O:21])=[O:20])[O:12][CH:13]1[CH2:18][CH2:17][CH2:16][CH2:15][CH2:14]1)[C:2]1[CH:7]=[CH:6][CH:5]=[CH:4][CH:3]=1. The catalyst is C(OCC)(=O)C.[Pd]. The product is [CH2:1]([C@H:8]([NH:37][C:38](=[O:48])[O:39][C@@H:40]1[C@H:47]2[C@H:43]([O:44][CH2:45][CH2:46]2)[O:42][CH2:41]1)[C@H:9]([OH:36])[CH2:10][N:11]([O:12][CH:13]1[CH2:14][CH2:15][CH2:16][CH2:17][CH2:18]1)[S:19]([C:22]1[CH:27]=[CH:26][C:25]([OH:28])=[CH:24][CH:23]=1)(=[O:21])=[O:20])[C:2]1[CH:3]=[CH:4][CH:5]=[CH:6][CH:7]=1. The yield is 0.870. (5) The reactants are [F:1][C:2]([F:13])([F:12])[C:3]1[N:4]=[C:5]2[CH:10]=[N:9][CH:8]=[CH:7][N:6]2[CH:11]=1.C[OH:15]. The catalyst is [Pd]. The product is [OH-:15].[NH4+:4].[F:12][C:2]([F:1])([F:13])[C:3]1[N:4]=[C:5]2[CH2:10][NH:9][CH2:8][CH2:7][N:6]2[CH:11]=1. The yield is 0.0100. (6) The reactants are C(OC(=O)[NH:7][C:8]1[S:12][C:11]([CH3:13])=[N:10][C:9]=1[C:14]1[CH:19]=[CH:18][CH:17]=[CH:16][C:15]=1[CH3:20])(C)(C)C.FC(F)(F)C(O)=O. The catalyst is ClCCl. The product is [CH3:13][C:11]1[S:12][C:8]([NH2:7])=[C:9]([C:14]2[CH:19]=[CH:18][CH:17]=[CH:16][C:15]=2[CH3:20])[N:10]=1. The yield is 0.270. (7) The reactants are [CH3:1][NH2:2].[OH:3][C:4]1[CH:9]=[CH:8][C:7]([CH2:10][CH2:11]Br)=[CH:6][CH:5]=1.CN.CC(O)C.Br. The catalyst is CC(O)C. The product is [CH3:1][NH:2][CH2:11][CH2:10][C:7]1[CH:8]=[CH:9][C:4]([OH:3])=[CH:5][CH:6]=1. The yield is 0.900. (8) The reactants are [CH3:1][C:2]1[O:6][C:5]([C:7]2[CH:12]=[CH:11][C:10]([CH3:13])=[CH:9][CH:8]=2)=[N:4][C:3]=1[CH2:14][CH2:15][O:16][C:17]1[CH:18]=[C:19]2[C:23](=[CH:24][CH:25]=1)[C@H:22]([CH2:26][C:27]([O:29]CC)=[O:28])[CH2:21][CH2:20]2.[Li+].[OH-].O.Cl. The catalyst is C1COCC1.CCO. The product is [CH3:1][C:2]1[O:6][C:5]([C:7]2[CH:8]=[CH:9][C:10]([CH3:13])=[CH:11][CH:12]=2)=[N:4][C:3]=1[CH2:14][CH2:15][O:16][C:17]1[CH:18]=[C:19]2[C:23](=[CH:24][CH:25]=1)[C@H:22]([CH2:26][C:27]([OH:29])=[O:28])[CH2:21][CH2:20]2. The yield is 0.850. (9) The reactants are [CH3:1][C:2]1[N:6]=[C:5]([C:7]2[N:8]=[C:9]3[N:19]([CH:20]=2)[CH2:18][CH2:17][O:16][C:15]2[C:10]3=[CH:11][CH:12]=[C:13]([C:21]3[CH:22]=[N:23][N:24]([CH3:32])[C:25]=3[CH:26]3[CH2:31][CH2:30][CH2:29][NH:28][CH2:27]3)[CH:14]=2)[N:4]([CH:33]([CH3:35])[CH3:34])[N:3]=1.[O:36]1[CH2:41][CH2:40][C:39](=O)[CH2:38][CH2:37]1.[BH3-]C#N.[Na+]. The catalyst is C(O)C. The product is [CH:33]([N:4]1[C:5]([C:7]2[N:8]=[C:9]3[C:10]4[CH:11]=[CH:12][C:13]([C:21]5[CH:22]=[N:23][N:24]([CH3:32])[C:25]=5[CH:26]5[CH2:31][CH2:30][CH2:29][N:28]([CH:39]6[CH2:40][CH2:41][O:36][CH2:37][CH2:38]6)[CH2:27]5)=[CH:14][C:15]=4[O:16][CH2:17][CH2:18][N:19]3[CH:20]=2)=[N:6][C:2]([CH3:1])=[N:3]1)([CH3:35])[CH3:34]. The yield is 0.500. (10) The product is [F:1][C:2]1[C:9]2[O:10][CH2:12][O:11][C:8]=2[CH:7]=[C:4]([CH:5]=[O:6])[CH:3]=1. The reactants are [F:1][C:2]1[CH:3]=[C:4]([CH:7]=[C:8]([OH:11])[C:9]=1[OH:10])[CH:5]=[O:6].[C:12]([O-])([O-])=O.[Cs+].[Cs+].O. The catalyst is CN(C=O)C. The yield is 0.490.